From a dataset of Full USPTO retrosynthesis dataset with 1.9M reactions from patents (1976-2016). Predict the reactants needed to synthesize the given product. Given the product [F:16][C:17]1[CH:18]=[CH:19][C:20]([N+:23]([O-:25])=[O:24])=[C:21]([CH2:2][S:3]([C:6]2[C:15]3[C:10](=[CH:11][CH:12]=[CH:13][CH:14]=3)[CH:9]=[CH:8][CH:7]=2)(=[O:5])=[O:4])[CH:22]=1, predict the reactants needed to synthesize it. The reactants are: Cl[CH2:2][S:3]([C:6]1[C:15]2[C:10](=[CH:11][CH:12]=[CH:13][CH:14]=2)[CH:9]=[CH:8][CH:7]=1)(=[O:5])=[O:4].[F:16][C:17]1[CH:22]=[CH:21][C:20]([N+:23]([O-:25])=[O:24])=[CH:19][CH:18]=1.CC(C)([O-])C.[K+].C(O)(=O)C.